This data is from Peptide-MHC class I binding affinity with 185,985 pairs from IEDB/IMGT. The task is: Regression. Given a peptide amino acid sequence and an MHC pseudo amino acid sequence, predict their binding affinity value. This is MHC class I binding data. (1) The peptide sequence is ETIGLVRAL. The MHC is HLA-B08:01 with pseudo-sequence HLA-B08:01. The binding affinity (normalized) is 0.0847. (2) The peptide sequence is DINVIGLIV. The MHC is HLA-A11:01 with pseudo-sequence HLA-A11:01. The binding affinity (normalized) is 0.00899.